Dataset: Merck oncology drug combination screen with 23,052 pairs across 39 cell lines. Task: Regression. Given two drug SMILES strings and cell line genomic features, predict the synergy score measuring deviation from expected non-interaction effect. (1) Drug 1: COc1cccc2c1C(=O)c1c(O)c3c(c(O)c1C2=O)CC(O)(C(=O)CO)CC3OC1CC(N)C(O)C(C)O1. Drug 2: N#Cc1ccc(Cn2cncc2CN2CCN(c3cccc(Cl)c3)C(=O)C2)cc1. Cell line: RKO. Synergy scores: synergy=-3.00. (2) Drug 1: Cn1c(=O)n(-c2ccc(C(C)(C)C#N)cc2)c2c3cc(-c4cnc5ccccc5c4)ccc3ncc21. Drug 2: Cn1cc(-c2cnn3c(N)c(Br)c(C4CCCNC4)nc23)cn1. Cell line: A2058. Synergy scores: synergy=65.6. (3) Drug 1: CCC1(O)CC2CN(CCc3c([nH]c4ccccc34)C(C(=O)OC)(c3cc4c(cc3OC)N(C)C3C(O)(C(=O)OC)C(OC(C)=O)C5(CC)C=CCN6CCC43C65)C2)C1. Drug 2: CC(C)CC(NC(=O)C(Cc1ccccc1)NC(=O)c1cnccn1)B(O)O. Cell line: A375. Synergy scores: synergy=-10.9. (4) Drug 1: COC1CC2CCC(C)C(O)(O2)C(=O)C(=O)N2CCCCC2C(=O)OC(C(C)CC2CCC(OP(C)(C)=O)C(OC)C2)CC(=O)C(C)C=C(C)C(O)C(OC)C(=O)C(C)CC(C)C=CC=CC=C1C. Drug 2: Cn1cc(-c2cnn3c(N)c(Br)c(C4CCCNC4)nc23)cn1. Cell line: LNCAP. Synergy scores: synergy=21.2. (5) Drug 1: CCC1(O)CC2CN(CCc3c([nH]c4ccccc34)C(C(=O)OC)(c3cc4c(cc3OC)N(C)C3C(O)(C(=O)OC)C(OC(C)=O)C5(CC)C=CCN6CCC43C65)C2)C1. Drug 2: NC1(c2ccc(-c3nc4ccn5c(=O)[nH]nc5c4cc3-c3ccccc3)cc2)CCC1. Cell line: HCT116. Synergy scores: synergy=-19.9. (6) Drug 1: CN(C)C(=N)N=C(N)N. Cell line: NCIH520. Drug 2: Cn1cc(-c2cnn3c(N)c(Br)c(C4CCCNC4)nc23)cn1. Synergy scores: synergy=-6.45.